The task is: Predict the reaction yield, written as a fraction of the theoretical maximum amount of product (1.0 means a 100% yield; for example, 0.34 means a 34% yield).. This data is from Reaction yield outcomes from USPTO patents with 853,638 reactions. (1) The reactants are [O:1]=[C:2]1[C@H:8]([CH2:9][C:10]([O:12]C)=[O:11])[CH2:7][C:6]2[CH:14]=[CH:15][C:16]([O:18][CH2:19][CH2:20][CH2:21][NH:22][C:23]3[CH:28]=[CH:27][CH:26]=[CH:25][N:24]=3)=[CH:17][C:5]=2[CH2:4][N:3]1[CH2:29][C:30]1[CH:35]=[CH:34][C:33]([F:36])=[C:32]([F:37])[C:31]=1[F:38].C(O)(C(F)(F)F)=O. The catalyst is CO.[OH-].[Na+]. The product is [O:1]=[C:2]1[C@H:8]([CH2:9][C:10]([OH:12])=[O:11])[CH2:7][C:6]2[CH:14]=[CH:15][C:16]([O:18][CH2:19][CH2:20][CH2:21][NH:22][C:23]3[CH:28]=[CH:27][CH:26]=[CH:25][N:24]=3)=[CH:17][C:5]=2[CH2:4][N:3]1[CH2:29][C:30]1[CH:35]=[CH:34][C:33]([F:36])=[C:32]([F:37])[C:31]=1[F:38]. The yield is 0.670. (2) The reactants are O.[O:2]=[C:3]1[C:12]2[C:7](=[CH:8][CH:9]=[CH:10][CH:11]=2)[O:6][CH2:5][C:4]1=[CH:13][C:14]1[CH:23]=[CH:22][C:17]([C:18]([O:20][CH3:21])=[O:19])=[CH:16][CH:15]=1. The catalyst is CCO.C(OCC)(=O)C. The product is [CH3:21][O:20][C:18](=[O:19])[C:17]1[CH:22]=[CH:23][C:14]([CH2:13][C:4]2[C:3](=[O:2])[C:12]3[C:7](=[CH:8][CH:9]=[CH:10][CH:11]=3)[O:6][CH:5]=2)=[CH:15][CH:16]=1. The yield is 0.590. (3) The reactants are [Cl:1][C:2]1[CH:7]=[CH:6][C:5]([Cl:8])=[CH:4][C:3]=1[C:9](=O)[C:10]([N:15]1C(=O)C2C(=CC=CC=2)C1=O)=[CH:11][N:12](C)[CH3:13].C[NH:28]N. The catalyst is C(O)C. The product is [Cl:1][C:2]1[CH:7]=[CH:6][C:5]([Cl:8])=[CH:4][C:3]=1[C:9]1[C:10]([NH2:15])=[CH:11][N:12]([CH3:13])[N:28]=1. The yield is 0.380. (4) The reactants are [C:1]([O:4][C@@H:5]1[C@@H:10](OC(=O)C)[CH:9]=[CH:8][O:7][CH2:6]1)(=[O:3])[CH3:2].C([SiH](CC)CC)C. The catalyst is C(Cl)Cl. The product is [C:1]([O:4][C@@H:5]1[CH:10]=[CH:9][CH2:8][O:7][CH2:6]1)(=[O:3])[CH3:2]. The yield is 0.770. (5) The catalyst is CO. The product is [CH3:13][O:15][C:16](=[O:37])[CH2:17][O:18][CH2:19]/[CH:20]=[CH:21]\[CH2:22][N:23]1[C:28](=[O:29])[CH2:27][CH2:26][CH2:25][C@@H:24]1[CH2:30][OH:31]. The yield is 0.640. The reactants are O.C1(C)C=CC(S(O)(=O)=O)=CC=1.[CH2:13]([O:15][C:16](=[O:37])[CH2:17][O:18][CH2:19]/[CH:20]=[CH:21]\[CH2:22][N:23]1[C:28](=[O:29])[CH2:27][CH2:26][CH2:25][C@@H:24]1[CH2:30][O:31]C(OCC)C)C. (6) The reactants are [Cl:1][C:2]([Cl:38])([Cl:37])[CH2:3][O:4][C:5](=[O:36])[NH:6][C:7]1[CH:12]=[CH:11][C:10]([S:13][C:14]2[CH:19]=[CH:18][C:17]([C:20](=[O:32])[N:21]([C:25]3[CH:30]=[CH:29][C:28]([Br:31])=[CH:27][CH:26]=3)[CH:22]([CH3:24])[CH3:23])=[CH:16][C:15]=2[N+:33]([O-])=O)=[CH:9][CH:8]=1.[NH4+].[Cl-]. The catalyst is [Fe]. The product is [Cl:37][C:2]([Cl:1])([Cl:38])[CH2:3][O:4][C:5](=[O:36])[NH:6][C:7]1[CH:12]=[CH:11][C:10]([S:13][C:14]2[CH:19]=[CH:18][C:17]([C:20](=[O:32])[N:21]([C:25]3[CH:26]=[CH:27][C:28]([Br:31])=[CH:29][CH:30]=3)[CH:22]([CH3:24])[CH3:23])=[CH:16][C:15]=2[NH2:33])=[CH:9][CH:8]=1. The yield is 0.530.